Task: Predict the product of the given reaction.. Dataset: Forward reaction prediction with 1.9M reactions from USPTO patents (1976-2016) (1) Given the reactants [O-][Mn](=O)(=O)=O.[K+].[CH3:7][C:8]1[CH:9]=[C:10]([B:14]([OH:16])[OH:15])[CH:11]=CC=1.[OH-:17].[Na+].[CH3:19][CH2:20][OH:21], predict the reaction product. The product is: [C:20]([C:19]1[CH:11]=[C:10]([B:14]([OH:16])[OH:15])[CH:9]=[CH:8][CH:7]=1)([OH:17])=[O:21]. (2) Given the reactants [OH:1][CH2:2][CH2:3][C:4]#[C:5][C:6]1[CH:15]=[CH:14][CH:13]=[CH:12][C:7]=1[C:8]([O:10][CH3:11])=[O:9], predict the reaction product. The product is: [OH:1][CH2:2][CH2:3][CH2:4][CH2:5][C:6]1[CH:15]=[CH:14][CH:13]=[CH:12][C:7]=1[C:8]([O:10][CH3:11])=[O:9]. (3) Given the reactants FC(F)(F)C(O)=O.[CH3:8][N:9]1[CH2:13][CH:12]([C:14]([O:16]C(C)(C)C)=[O:15])[N:11]([CH2:21][C:22]([F:25])([F:24])[F:23])[C:10]1=[O:26], predict the reaction product. The product is: [CH3:8][N:9]1[CH2:13][CH:12]([C:14]([OH:16])=[O:15])[N:11]([CH2:21][C:22]([F:24])([F:23])[F:25])[C:10]1=[O:26]. (4) Given the reactants Cl[C:2]1[C:3]2[CH2:11][CH2:10][N:9]([C:12]3[C:17]([C:18]([F:21])([F:20])[F:19])=[CH:16][CH:15]=[CH:14][N:13]=3)[CH2:8][C:4]=2[N:5]=[CH:6][N:7]=1.[F:22][C:23]([F:33])([F:32])[O:24][C:25]1[CH:31]=[CH:30][C:28]([NH2:29])=[CH:27][CH:26]=1.C(#N)C.[I-].[Na+], predict the reaction product. The product is: [F:19][C:18]([F:21])([F:20])[C:17]1[C:12]([N:9]2[CH2:10][CH2:11][C:3]3[C:2]([NH:29][C:28]4[CH:30]=[CH:31][C:25]([O:24][C:23]([F:22])([F:32])[F:33])=[CH:26][CH:27]=4)=[N:7][CH:6]=[N:5][C:4]=3[CH2:8]2)=[N:13][CH:14]=[CH:15][CH:16]=1.